This data is from Catalyst prediction with 721,799 reactions and 888 catalyst types from USPTO. The task is: Predict which catalyst facilitates the given reaction. Reactant: [CH3:1][N:2]1[CH:6]=[CH:5][N:4]=[CH:3]1.C(#N)C.Cl[C:11]([O:13][CH2:14][CH3:15])=[O:12]. Product: [CH3:1][N:2]1[CH:6]=[CH:5][N:4]=[C:3]1[C:11]([O:13][CH2:14][CH3:15])=[O:12]. The catalyst class is: 66.